This data is from Reaction yield outcomes from USPTO patents with 853,638 reactions. The task is: Predict the reaction yield, written as a fraction of the theoretical maximum amount of product (1.0 means a 100% yield; for example, 0.34 means a 34% yield). (1) The reactants are [NH2:1][CH:2]([CH2:6][S:7][CH2:8][CH2:9]O)[C:3]([OH:5])=[O:4].[ClH:11]. No catalyst specified. The product is [ClH:11].[NH2:1][CH:2]([CH2:6][S:7][CH2:8][CH2:9][Cl:11])[C:3]([OH:5])=[O:4]. The yield is 0.754. (2) The reactants are [CH3:1][C:2]1[N:3]([CH:14]2[CH2:19][CH2:18][O:17][CH2:16][CH2:15]2)[C:4]([C:7]2[CH:12]=[CH:11][N:10]=[C:9]([NH2:13])[N:8]=2)=[CH:5][N:6]=1.Br[C:21]1[CH:26]=[CH:25][C:24]([S:27]([N:30]2[CH2:35][CH2:34][N:33]([CH:36]([CH3:38])[CH3:37])[CH2:32][CH2:31]2)(=[O:29])=[O:28])=[CH:23][CH:22]=1.C([O-])([O-])=O.[Cs+].[Cs+].CC(C1C=C(C(C)C)C(C2C=CC=CC=2P(C2CCCCC2)C2CCCCC2)=C(C(C)C)C=1)C. The catalyst is C1C=CC(/C=C/C(/C=C/C2C=CC=CC=2)=O)=CC=1.C1C=CC(/C=C/C(/C=C/C2C=CC=CC=2)=O)=CC=1.C1C=CC(/C=C/C(/C=C/C2C=CC=CC=2)=O)=CC=1.[Pd].[Pd]. The product is [CH:36]([N:33]1[CH2:32][CH2:31][N:30]([S:27]([C:24]2[CH:25]=[CH:26][C:21]([NH:13][C:9]3[N:8]=[C:7]([C:4]4[N:3]([CH:14]5[CH2:19][CH2:18][O:17][CH2:16][CH2:15]5)[C:2]([CH3:1])=[N:6][CH:5]=4)[CH:12]=[CH:11][N:10]=3)=[CH:22][CH:23]=2)(=[O:28])=[O:29])[CH2:35][CH2:34]1)([CH3:38])[CH3:37]. The yield is 0.240. (3) The reactants are [C:1]([C:3]1[C:4]([C:25]2[CH:30]=[CH:29][C:28]([O:31][C:32]3[CH:37]=[CH:36][CH:35]=[CH:34][CH:33]=3)=[CH:27][CH:26]=2)=[N:5][N:6]2[C:11]([C:12]3[CH:17]=[CH:16][CH:15]=[CH:14][C:13]=3[NH:18][C:19](=O)C(F)(F)F)=[CH:10][CH:9]=[N:8][C:7]=12)#[N:2].[OH-].[K+].CI. The catalyst is CC(C)=O. The product is [CH3:19][NH:18][C:13]1[CH:14]=[CH:15][CH:16]=[CH:17][C:12]=1[C:11]1[N:6]2[N:5]=[C:4]([C:25]3[CH:30]=[CH:29][C:28]([O:31][C:32]4[CH:37]=[CH:36][CH:35]=[CH:34][CH:33]=4)=[CH:27][CH:26]=3)[C:3]([C:1]#[N:2])=[C:7]2[N:8]=[CH:9][CH:10]=1. The yield is 0.370. (4) The reactants are [CH2:1]([O:3][C:4]([C:6]1[NH:7][C:8]2[C:13]([C:14]=1Br)=[CH:12][C:11]([NH:16][S:17]([C:20]1[CH:25]=[CH:24][C:23]([C:26]([CH3:29])([CH3:28])[CH3:27])=[CH:22][CH:21]=1)(=[O:19])=[O:18])=[CH:10][CH:9]=2)=[O:5])[CH3:2].[F:30][C:31]1[CH:32]=[C:33](B(O)O)[CH:34]=[CH:35][CH:36]=1. The catalyst is CCCCCC.C(OCC)(=O)C. The product is [CH2:1]([O:3][C:4]([C:6]1[NH:7][C:8]2[C:13]([C:14]=1[C:35]1[CH:34]=[CH:33][CH:32]=[C:31]([F:30])[CH:36]=1)=[CH:12][C:11]([NH:16][S:17]([C:20]1[CH:25]=[CH:24][C:23]([C:26]([CH3:29])([CH3:28])[CH3:27])=[CH:22][CH:21]=1)(=[O:19])=[O:18])=[CH:10][CH:9]=2)=[O:5])[CH3:2]. The yield is 0.710.